Predict the reaction yield, written as a fraction of the theoretical maximum amount of product (1.0 means a 100% yield; for example, 0.34 means a 34% yield). From a dataset of Reaction yield outcomes from USPTO patents with 853,638 reactions. (1) The reactants are [Cl:1][C:2]1[CH:3]=[C:4]([CH:9]2[C:18]3[C:13](=[CH:14][C:15]([O:19]C)=[CH:16][CH:17]=3)[CH2:12][N:11]([S:21]([C:24]3[CH:29]=[CH:28][CH:27]=[CH:26][C:25]=3[N+:30]([O-:32])=[O:31])(=[O:23])=[O:22])[CH2:10]2)[CH:5]=[CH:6][C:7]=1[Cl:8].B(Br)(Br)Br. The catalyst is ClCCl. The product is [Cl:1][C:2]1[CH:3]=[C:4]([CH:9]2[C:18]3[C:13](=[CH:14][C:15]([OH:19])=[CH:16][CH:17]=3)[CH2:12][N:11]([S:21]([C:24]3[CH:29]=[CH:28][CH:27]=[CH:26][C:25]=3[N+:30]([O-:32])=[O:31])(=[O:23])=[O:22])[CH2:10]2)[CH:5]=[CH:6][C:7]=1[Cl:8]. The yield is 0.980. (2) The reactants are [I:1][C:2]1[CH:3]=[C:4]2[C:8](=[CH:9][CH:10]=1)[NH:7][C:6](=[O:11])[C:5]2=O.[NH:13]([C:15]([C:17]1[CH:22]=[CH:21][C:20]([N:23]([CH3:34])[C:24](=[O:33])[CH2:25][CH2:26][C:27]2[CH:32]=[CH:31][CH:30]=[CH:29][CH:28]=2)=[CH:19][CH:18]=1)=[O:16])[NH2:14]. The catalyst is C(O)(=O)C. The product is [I:1][C:2]1[CH:3]=[C:4]2[C:8](=[CH:9][CH:10]=1)[NH:7][C:6](=[O:11])[C:5]2=[N:14][NH:13][C:15]([C:17]1[CH:18]=[CH:19][C:20]([N:23]([CH3:34])[C:24](=[O:33])[CH2:25][CH2:26][C:27]2[CH:28]=[CH:29][CH:30]=[CH:31][CH:32]=2)=[CH:21][CH:22]=1)=[O:16]. The yield is 0.560. (3) The reactants are [Si:1]([O:8][C@H:9]1[CH2:14][CH2:13][C@H:12]([N:15]2[C:20](=[O:21])[C:19]([CH2:22][C:23]3[CH:28]=[CH:27][C:26]([C:29]4[C:30]([C:35]#[N:36])=[CH:31][CH:32]=[CH:33][CH:34]=4)=[CH:25][CH:24]=3)=[C:18]([CH2:37][CH2:38][CH3:39])[N:17]3[N:40]=[CH:41][CH:42]=[C:16]23)[CH2:11][CH2:10]1)([C:4]([CH3:7])([CH3:6])[CH3:5])([CH3:3])[CH3:2].[F:43][B-](F)(F)F.F[B-](F)(F)F.ClC[N+]12CC[N+](F)(CC1)CC2.C(OCC)(=O)C.C(=O)([O-])O.[Na+]. The catalyst is C(#N)C. The product is [Si:1]([O:8][C@H:9]1[CH2:10][CH2:11][C@H:12]([N:15]2[C:20](=[O:21])[C:19]([CH2:22][C:23]3[CH:24]=[CH:25][C:26]([C:29]4[C:30]([C:35]#[N:36])=[CH:31][CH:32]=[CH:33][CH:34]=4)=[CH:27][CH:28]=3)=[C:18]([CH2:37][CH2:38][CH3:39])[N:17]3[N:40]=[CH:41][C:42]([F:43])=[C:16]23)[CH2:13][CH2:14]1)([C:4]([CH3:5])([CH3:6])[CH3:7])([CH3:3])[CH3:2]. The yield is 0.130.